Dataset: Full USPTO retrosynthesis dataset with 1.9M reactions from patents (1976-2016). Task: Predict the reactants needed to synthesize the given product. (1) Given the product [Cl:1][C:2]1[CH:10]=[CH:9][CH:8]=[C:7]([C:11]([F:14])([F:13])[F:12])[C:3]=1[C:4]([N:24]1[C:25]2[CH:26]=[CH:27][CH:28]=[C:29]([CH:31]=[O:32])[C:30]=2[C:22]([I:21])=[N:23]1)=[O:6], predict the reactants needed to synthesize it. The reactants are: [Cl:1][C:2]1[CH:10]=[CH:9][CH:8]=[C:7]([C:11]([F:14])([F:13])[F:12])[C:3]=1[C:4]([OH:6])=O.C(Cl)(C(Cl)=O)=O.[I:21][C:22]1[C:30]2[C:29]([CH:31]=[O:32])=[CH:28][CH:27]=[CH:26][C:25]=2[NH:24][N:23]=1.CCN(CC)CC. (2) Given the product [CH2:15]([O:17][CH2:18][C:19]1[CH:20]=[N:21][C:22]([N:25]2[CH2:30][CH2:29][CH:28]([C@H:31]3[CH2:33][C@H:32]3[CH2:34][CH2:35][O:36][C:42]3[CH:41]=[CH:40][C:39]([CH2:45][C:46]([O:48][CH3:49])=[O:47])=[C:38]([F:37])[CH:43]=3)[CH2:27][CH2:26]2)=[N:23][CH:24]=1)[CH3:16], predict the reactants needed to synthesize it. The reactants are: CC(OC(/N=N/C(OC(C)C)=O)=O)C.[CH2:15]([O:17][CH2:18][C:19]1[CH:20]=[N:21][C:22]([N:25]2[CH2:30][CH2:29][CH:28]([C@H:31]3[CH2:33][C@H:32]3[CH2:34][CH2:35][OH:36])[CH2:27][CH2:26]2)=[N:23][CH:24]=1)[CH3:16].[F:37][C:38]1[CH:43]=[C:42](O)[CH:41]=[CH:40][C:39]=1[CH2:45][C:46]([O:48][CH3:49])=[O:47].C1(P(C2C=CC=CC=2)C2C=CC=CC=2)C=CC=CC=1. (3) Given the product [CH3:30][N:2]([CH3:1])[C:3]([C:5]1[C:15]([CH2:16][CH2:17][C@H:18]([C:20]2[C:21]3[CH:28]=[CH:27][CH:26]=[CH:25][C:22]=3[S:23][CH:24]=2)[OH:19])=[C:14]([OH:29])[C:8]2[N:9]=[C:10]([CH3:13])[N:11]([CH3:12])[C:7]=2[CH:6]=1)=[O:4], predict the reactants needed to synthesize it. The reactants are: [CH3:1][N:2]([CH3:30])[C:3]([C:5]1[C:15]([CH2:16][CH2:17][C:18]([C:20]2[C:21]3[CH:28]=[CH:27][CH:26]=[CH:25][C:22]=3[S:23][CH:24]=2)=[O:19])=[C:14]([OH:29])[C:8]2[N:9]=[C:10]([CH3:13])[N:11]([CH3:12])[C:7]=2[CH:6]=1)=[O:4].CC([O-])(C)C.[K+]. (4) The reactants are: [F:1][C:2]([F:17])([F:16])[C:3]1[CH:4]=[C:5]([CH:13]=[CH:14][CH:15]=1)[C:6]([NH:8][CH2:9][C:10]([OH:12])=O)=[O:7].CN1CCOCC1.C(OC(Cl)=O)C(C)C.[CH2:33]([N:40]1[CH2:44][CH2:43][C@@H:42]([NH2:45])[CH2:41]1)[C:34]1[CH:39]=[CH:38][CH:37]=[CH:36][CH:35]=1. Given the product [CH2:33]([N:40]1[CH2:44][CH2:43][C@@H:42]([NH:45][C:10](=[O:12])[CH2:9][NH:8][C:6](=[O:7])[C:5]2[CH:13]=[CH:14][CH:15]=[C:3]([C:2]([F:1])([F:17])[F:16])[CH:4]=2)[CH2:41]1)[C:34]1[CH:35]=[CH:36][CH:37]=[CH:38][CH:39]=1, predict the reactants needed to synthesize it. (5) Given the product [CH3:8][C:5]1[N:6]=[CH:7][C:2]([NH:1][C:16]2[CH:25]=[CH:24][C:19]([C:20]([O:22][CH3:23])=[O:21])=[CH:18][N:17]=2)=[CH:3][CH:4]=1, predict the reactants needed to synthesize it. The reactants are: [NH2:1][C:2]1[CH:3]=[CH:4][C:5]([CH3:8])=[N:6][CH:7]=1.C([O-])([O-])=O.[K+].[K+].Cl[C:16]1[CH:25]=[CH:24][C:19]([C:20]([O:22][CH3:23])=[O:21])=[CH:18][N:17]=1. (6) Given the product [C:1]([C:5]1[N:10]=[CH:9][C:8]([C:11]2[N:12]([C:32]([N:48]3[CH2:47][CH2:46][CH:45]([N:42]4[CH2:41][CH2:40][N:39]([CH3:38])[CH2:44][CH2:43]4)[CH2:50][CH2:49]3)=[O:33])[C@@:13]([C:25]3[CH:26]=[CH:27][C:28]([Cl:31])=[CH:29][CH:30]=3)([CH3:24])[C@@:14]([C:17]3[CH:18]=[CH:19][C:20]([Cl:23])=[CH:21][CH:22]=3)([CH3:16])[N:15]=2)=[C:7]([O:35][CH2:36][CH3:37])[CH:6]=1)([CH3:2])([CH3:3])[CH3:4], predict the reactants needed to synthesize it. The reactants are: [C:1]([C:5]1[N:10]=[CH:9][C:8]([C:11]2[N:12]([C:32](Cl)=[O:33])[C@@:13]([C:25]3[CH:30]=[CH:29][C:28]([Cl:31])=[CH:27][CH:26]=3)([CH3:24])[C@@:14]([C:17]3[CH:22]=[CH:21][C:20]([Cl:23])=[CH:19][CH:18]=3)([CH3:16])[N:15]=2)=[C:7]([O:35][CH2:36][CH3:37])[CH:6]=1)([CH3:4])([CH3:3])[CH3:2].[CH3:38][N:39]1[CH2:44][CH2:43][N:42]([CH:45]2[CH2:50][CH2:49][NH:48][CH2:47][CH2:46]2)[CH2:41][CH2:40]1. (7) Given the product [F:44][C:26]([F:25])([F:45])[C:27]([NH:29][CH2:30][C:31]1[CH:36]=[CH:35][C:34]([F:37])=[C:33]([CH:38]2[CH2:43][CH2:42][N:41]([C:21]([C:7]3[C:8]4[C:13](=[CH:12][CH:11]=[CH:10][C:9]=4[C:14]([N:16]4[CH2:17][CH2:18][CH2:19][CH2:20]4)=[O:15])[N:5]([CH2:4][CH2:3][O:2][CH3:1])[CH:6]=3)=[O:22])[CH2:40][CH2:39]2)[CH:32]=1)=[O:28], predict the reactants needed to synthesize it. The reactants are: [CH3:1][O:2][CH2:3][CH2:4][N:5]1[C:13]2[C:8](=[C:9]([C:14]([N:16]3[CH2:20][CH2:19][CH2:18][CH2:17]3)=[O:15])[CH:10]=[CH:11][CH:12]=2)[C:7]([C:21](O)=[O:22])=[CH:6]1.Cl.[F:25][C:26]([F:45])([F:44])[C:27]([NH:29][CH2:30][C:31]1[CH:36]=[CH:35][C:34]([F:37])=[C:33]([CH:38]2[CH2:43][CH2:42][NH:41][CH2:40][CH2:39]2)[CH:32]=1)=[O:28]. (8) Given the product [Cl:1][C:2]1[CH:3]=[C:4]([C:5]2[S:10][C:9]([NH2:11])=[N:8][N:7]=2)[CH:12]=[CH:13][N:14]=1, predict the reactants needed to synthesize it. The reactants are: [Cl:1][C:2]1[CH:3]=[C:4]([CH:12]=[CH:13][N:14]=1)[C:5]([NH:7][NH:8][C:9]([NH2:11])=[S:10])=O.N. (9) Given the product [OH:21][C:17]1[CH:16]=[C:15]([CH:20]=[CH:19][CH:18]=1)[CH2:14][N:13]([C:28]1[CH:33]=[CH:32][C:31]([CH:34]=[CH:35][C:36](=[O:42])[N:37]2[CH2:38][CH2:39][CH2:40][CH2:41]2)=[CH:30][CH:29]=1)[S:10]([C:3]1[C:4]([CH3:9])=[CH:5][C:6]([CH3:8])=[CH:7][C:2]=1[CH3:1])(=[O:12])=[O:11], predict the reactants needed to synthesize it. The reactants are: [CH3:1][C:2]1[CH:7]=[C:6]([CH3:8])[CH:5]=[C:4]([CH3:9])[C:3]=1[S:10]([N:13]([C:28]1[CH:33]=[CH:32][C:31]([CH:34]=[CH:35][C:36](=[O:42])[N:37]2[CH2:41][CH2:40][CH2:39][CH2:38]2)=[CH:30][CH:29]=1)[CH2:14][C:15]1[CH:20]=[CH:19][CH:18]=[C:17]([O:21]C2CCCCO2)[CH:16]=1)(=[O:12])=[O:11].Cl.[SiH](CC)(CC)CC.C(=O)(O)[O-].[Na+].